Dataset: Forward reaction prediction with 1.9M reactions from USPTO patents (1976-2016). Task: Predict the product of the given reaction. (1) Given the reactants C([O:3][C:4](=[O:37])[CH2:5][CH2:6][CH2:7][CH2:8][C:9](=[O:36])[N:10]1[C:18]2[C:13](=[CH:14][C:15]([O:19][CH2:20][C:21]3[S:22][C:23]([C:32]([F:35])([F:34])[F:33])=[C:24]([C:26]4[CH:31]=[CH:30][CH:29]=[CH:28][CH:27]=4)[CH:25]=3)=[CH:16][CH:17]=2)[CH2:12][CH2:11]1)C.Cl.O, predict the reaction product. The product is: [O:36]=[C:9]([N:10]1[C:18]2[C:13](=[CH:14][C:15]([O:19][CH2:20][C:21]3[S:22][C:23]([C:32]([F:35])([F:34])[F:33])=[C:24]([C:26]4[CH:27]=[CH:28][CH:29]=[CH:30][CH:31]=4)[CH:25]=3)=[CH:16][CH:17]=2)[CH2:12][CH2:11]1)[CH2:8][CH2:7][CH2:6][CH2:5][C:4]([OH:37])=[O:3]. (2) Given the reactants [Cl:1][C:2]1[N:7]=[CH:6][C:5]([OH:8])=[CH:4][N:3]=1.C(=O)([O-])[O-].[K+].[K+].[CH2:15](I)[CH3:16].O, predict the reaction product. The product is: [Cl:1][C:2]1[N:7]=[CH:6][C:5]([O:8][CH2:15][CH3:16])=[CH:4][N:3]=1. (3) Given the reactants [CH3:1][N:2]1[C:6]([N:7]2[CH2:13][CH:12]3[O:14][CH:9]([CH2:10][CH:11]3O)[CH2:8]2)=[C:5]([N+:16]([O-:18])=[O:17])[CH:4]=[N:3]1.C(N(CC)CC)C.CS(Cl)(=O)=O.[N-:31]=[N+:32]=[N-:33].[Na+], predict the reaction product. The product is: [N:31]([CH:11]1[CH2:10][CH:9]2[O:14][CH:12]1[CH2:13][N:7]([C:6]1[N:2]([CH3:1])[N:3]=[CH:4][C:5]=1[N+:16]([O-:18])=[O:17])[CH2:8]2)=[N+:32]=[N-:33]. (4) Given the reactants [Cl:1][C:2]1[S:6][C:5]([NH:7][C:8](=[O:18])[C:9]2[CH:14]=[CH:13][C:12]([N+:15]([O-])=O)=[CH:11][CH:10]=2)=[N:4][CH:3]=1.C(O)(=O)C, predict the reaction product. The product is: [NH2:15][C:12]1[CH:13]=[CH:14][C:9]([C:8]([NH:7][C:5]2[S:6][C:2]([Cl:1])=[CH:3][N:4]=2)=[O:18])=[CH:10][CH:11]=1. (5) Given the reactants [CH3:1][C:2]1[CH:8]=[CH:7][C:5]([NH2:6])=[CH:4][C:3]=1[N+:9]([O-:11])=[O:10].C(N(CC)CC)C.[Cl:19][CH2:20][C:21](Cl)=[O:22], predict the reaction product. The product is: [Cl:19][CH2:20][C:21]([NH:6][C:5]1[CH:7]=[CH:8][C:2]([CH3:1])=[C:3]([N+:9]([O-:11])=[O:10])[CH:4]=1)=[O:22]. (6) Given the reactants Br[CH2:2][C:3]([C:5]1[S:9][C:8]([NH:10][C:11](=[O:16])[C:12]([CH3:15])([CH3:14])[CH3:13])=[N:7][CH:6]=1)=O.[Cl:17][C:18]1[CH:19]=[CH:20][C:21]([O:28][CH3:29])=[C:22]([NH:24][C:25]([NH2:27])=[S:26])[CH:23]=1, predict the reaction product. The product is: [Cl:17][C:18]1[CH:19]=[CH:20][C:21]([O:28][CH3:29])=[C:22]([NH:24][C:25]2[S:26][CH:2]=[C:3]([C:5]3[S:9][C:8]([NH:10][C:11](=[O:16])[C:12]([CH3:15])([CH3:14])[CH3:13])=[N:7][CH:6]=3)[N:27]=2)[CH:23]=1. (7) Given the reactants [OH:1][C:2]1[CH:9]=[CH:8][C:7]([O:10][CH3:11])=[CH:6][C:3]=1[CH:4]=O.Cl[CH2:13][C:14]([N:16]([O:18][CH3:19])[CH3:17])=[O:15].[I-].[Na+].C(=O)([O-])[O-].[K+].[K+], predict the reaction product. The product is: [CH3:19][O:18][N:16]([CH3:17])[C:14]([C:13]1[O:1][C:2]2[CH:9]=[CH:8][C:7]([O:10][CH3:11])=[CH:6][C:3]=2[CH:4]=1)=[O:15].